This data is from Catalyst prediction with 721,799 reactions and 888 catalyst types from USPTO. The task is: Predict which catalyst facilitates the given reaction. (1) Reactant: [OH:1][C:2]1[CH:3]=[C:4]([CH:10]=[CH:11][CH:12]=1)[CH:5]=[CH:6][C:7]([OH:9])=[O:8].[N+:13]([O-])([O-:15])=[O:14].[Na+].S(=O)(=O)(O)O.N([O-])=O.[Na+]. Product: [N+:13]([C:12]1[CH:11]=[CH:10][C:4]([CH:5]=[CH:6][C:7]([OH:9])=[O:8])=[CH:3][C:2]=1[OH:1])([O-:15])=[O:14]. The catalyst class is: 2. (2) Reactant: Cl.[NH2:2][CH2:3][CH2:4][C:5]1[CH:12]=[CH:11][C:9]([OH:10])=[C:7]([OH:8])[CH:6]=1.[OH-].[Na+].Cl. Product: [NH2:2][CH2:3][CH2:4][C:5]1[CH:12]=[CH:11][C:9]([OH:10])=[C:7]([OH:8])[CH:6]=1. The catalyst class is: 6. (3) Reactant: C([O:8][C:9]([N:11]1[CH2:16][CH2:15][N:14]([C:17]2[CH:22]=[CH:21][C:20]([CH:23]([C:26]#[N:27])[CH:24]=O)=[CH:19][CH:18]=2)[CH2:13][CH2:12]1)=[O:10])C1C=CC=CC=1.C(O)(=O)C.O.[NH2:33][NH2:34].C(=O)([O-])[O-].[Na+].[Na+].[C:41]1([CH3:47])[CH:46]=[CH:45][CH:44]=[CH:43][CH:42]=1. Product: [CH2:47]([O:8][C:9]([N:11]1[CH2:12][CH2:13][N:14]([C:17]2[CH:18]=[CH:19][C:20]([C:23]3[CH:24]=[N:33][NH:34][C:26]=3[NH2:27])=[CH:21][CH:22]=2)[CH2:15][CH2:16]1)=[O:10])[C:41]1[CH:46]=[CH:45][CH:44]=[CH:43][CH:42]=1. The catalyst class is: 6. (4) Reactant: [C:1]([C:3]1[CH:8]=[CH:7][C:6]([C:9]2(O)[CH2:14][CH2:13][N:12]([C:15]([O:17][C:18]([CH3:21])([CH3:20])[CH3:19])=[O:16])[CH2:11][CH2:10]2)=[CH:5][CH:4]=1)#[N:2].COCCN(S(F)(F)[F:33])CCOC. Product: [C:1]([C:3]1[CH:8]=[CH:7][C:6]([C:9]2([F:33])[CH2:14][CH2:13][N:12]([C:15]([O:17][C:18]([CH3:21])([CH3:20])[CH3:19])=[O:16])[CH2:11][CH2:10]2)=[CH:5][CH:4]=1)#[N:2]. The catalyst class is: 4. (5) Reactant: [C:1]([C:5]1[CH:6]=[C:7]([S:11](Cl)(=[O:13])=[O:12])[CH:8]=[CH:9][CH:10]=1)([CH3:4])([CH3:3])[CH3:2].[I:15][C:16]1[C:21]([NH2:22])=[CH:20][CH:19]=[C:18]([C:23]([F:26])([F:25])[F:24])[N:17]=1. Product: [CH3:2][C:1]([C:5]1[CH:6]=[C:7]([S:11]([NH:22][C:21]2[C:16]([I:15])=[N:17][C:18]([C:23]([F:25])([F:24])[F:26])=[CH:19][CH:20]=2)(=[O:13])=[O:12])[CH:8]=[CH:9][CH:10]=1)([CH3:4])[CH3:3]. The catalyst class is: 228. (6) Reactant: [Br:1][C:2]1[CH:3]=[C:4]2[C:9](=[CH:10][CH:11]=1)[N:8]=[CH:7][C:6](C=O)=[C:5]2[NH:14][C:15]1[CH:20]=[CH:19][C:18]([N:21]2[CH2:26][CH2:25][N:24]([C:27]([O:29][C:30]([CH3:33])([CH3:32])[CH3:31])=[O:28])[CH2:23][CH2:22]2)=[C:17]([C:34]([F:37])([F:36])[F:35])[CH:16]=1.[C:38](=[O:41])([O-])[O-].[K+].[K+].[CH3:44][CH2:45]OC(C)=O. Product: [Br:1][C:2]1[CH:11]=[CH:10][C:9]2=[N:8][CH:7]=[C:6]3[C:5]([N:14]([C:15]4[CH:20]=[CH:19][C:18]([N:21]5[CH2:22][CH2:23][N:24]([C:27]([O:29][C:30]([CH3:31])([CH3:33])[CH3:32])=[O:28])[CH2:25][CH2:26]5)=[C:17]([C:34]([F:35])([F:36])[F:37])[CH:16]=4)[C:38](=[O:41])[CH:45]=[CH:44]3)=[C:4]2[CH:3]=1. The catalyst class is: 14. (7) Reactant: [CH:1]1([CH2:4][N:5]2[C:9]3[CH:10]=[CH:11][C:12]([C:18]4[CH:19]=[CH:20][C:21]([CH:25]([OH:28])CO)=[N:22][C:23]=4[F:24])=[C:13]([C:14]([F:17])([F:16])[F:15])[C:8]=3[N:7]=[N:6]2)[CH2:3][CH2:2]1.O.I([O-])(=O)(=O)=O.[Na+]. Product: [CH:1]1([CH2:4][N:5]2[C:9]3[CH:10]=[CH:11][C:12]([C:18]4[CH:19]=[CH:20][C:21]([CH:25]=[O:28])=[N:22][C:23]=4[F:24])=[C:13]([C:14]([F:16])([F:15])[F:17])[C:8]=3[N:7]=[N:6]2)[CH2:3][CH2:2]1. The catalyst class is: 10. (8) Reactant: Cl[CH2:2][C:3]1[CH:8]=[CH:7][C:6]([CH2:9][NH:10][C:11](=[O:13])[CH3:12])=[CH:5][CH:4]=1.[CH3:14][O:15][C:16]1[N:21]=[C:20]([N:22]2[CH2:27][CH2:26][NH:25][CH2:24][CH2:23]2)[CH:19]=[C:18]([O:28][CH3:29])[N:17]=1.C(=O)([O-])[O-].[K+].[K+].O. Product: [CH3:14][O:15][C:16]1[N:21]=[C:20]([N:22]2[CH2:27][CH2:26][N:25]([CH2:2][C:3]3[CH:8]=[CH:7][C:6]([CH2:9][NH:10][C:11](=[O:13])[CH3:12])=[CH:5][CH:4]=3)[CH2:24][CH2:23]2)[CH:19]=[C:18]([O:28][CH3:29])[N:17]=1. The catalyst class is: 9.